Dataset: Reaction yield outcomes from USPTO patents with 853,638 reactions. Task: Predict the reaction yield, written as a fraction of the theoretical maximum amount of product (1.0 means a 100% yield; for example, 0.34 means a 34% yield). (1) The reactants are Br[C:2]1[S:3][CH:4]=[C:5]([C:7]2[CH:12]=[CH:11][CH:10]=[C:9]([CH3:13])[CH:8]=2)[N:6]=1.[N:14]1([C:20]([O:22][C:23]([CH3:26])([CH3:25])[CH3:24])=[O:21])[CH2:19][CH2:18][NH:17][CH2:16][CH2:15]1.C(=O)([O-])[O-].[K+].[K+].O. The catalyst is CN(C)C=O. The product is [CH3:13][C:9]1[CH:8]=[C:7]([C:5]2[N:6]=[C:2]([N:17]3[CH2:16][CH2:15][N:14]([C:20]([O:22][C:23]([CH3:26])([CH3:25])[CH3:24])=[O:21])[CH2:19][CH2:18]3)[S:3][CH:4]=2)[CH:12]=[CH:11][CH:10]=1. The yield is 0.697. (2) The reactants are [C:1]1(=[O:6])[O:5][CH2:4][CH2:3][CH2:2]1.[NH2:7][C@H:8]([CH2:12]O)[CH:9]([CH3:11])[CH3:10]. The catalyst is ClC1C=CC=CC=1. The product is [OH:6][CH2:1][CH2:2][CH2:3][C:4]1[O:5][CH2:12][C@H:8]([CH:9]([CH3:11])[CH3:10])[N:7]=1. The yield is 0.680. (3) The reactants are [C:1]([O:4][CH2:5][C:6]1[C:7](CO)=[C:8]([CH3:22])[C:9]([CH2:13][C:14]2[CH:19]=[CH:18][C:17]([CH2:20][CH3:21])=[CH:16][CH:15]=2)=[C:10]([OH:12])[CH:11]=1)(=[O:3])[CH3:2].C([SiH](CC)CC)C.C(=O)([O-])O.[Na+].C(OCC)(=O)C. The catalyst is C(#N)C. The product is [C:1]([O:4][CH2:5][C:6]1[CH:7]=[C:8]([CH3:22])[C:9]([CH2:13][C:14]2[CH:15]=[CH:16][C:17]([CH2:20][CH3:21])=[CH:18][CH:19]=2)=[C:10]([OH:12])[CH:11]=1)(=[O:3])[CH3:2]. The yield is 0.544. (4) The reactants are [NH:1]([C:10]([O:12][C:13]([CH3:16])([CH3:15])[CH3:14])=[O:11])[C@H:2]([C:7](O)=[O:8])[CH2:3][CH:4]([CH3:6])[CH3:5]. The catalyst is C1COCC1.[Cl-].[Na+].O. The product is [C:10]([NH:1][C@H:2]([CH2:7][OH:8])[CH2:3][CH:4]([CH3:5])[CH3:6])([O:12][C:13]([CH3:14])([CH3:16])[CH3:15])=[O:11]. The yield is 0.890. (5) The reactants are [CH3:1][N:2]1[CH:6]([C:7]([O:9][C:10]([CH3:13])([CH3:12])[CH3:11])=[O:8])[CH2:5][NH:4][C:3]1=[O:14].Br[C:16]1[N:17]=[CH:18][N:19]([CH3:21])[CH:20]=1.P([O-])([O-])([O-])=O.[K+].[K+].[K+].CN(C)[C@@H]1CCCC[C@H]1N. The catalyst is O1CCOCC1.ClCCl.[Cu]I. The product is [CH3:1][N:2]1[CH:6]([C:7]([O:9][C:10]([CH3:11])([CH3:13])[CH3:12])=[O:8])[CH2:5][N:4]([C:16]2[N:17]=[CH:18][N:19]([CH3:21])[CH:20]=2)[C:3]1=[O:14]. The yield is 0.870. (6) The reactants are [Cl-].O[NH3+:3].[C:4](=[O:7])([O-])[OH:5].[Na+].CS(C)=O.[CH2:13]([O:15][C:16]1[N:17]([CH2:34][C:35]2[CH:40]=[CH:39][C:38]([C:41]3[C:42]([C:47]#[N:48])=[CH:43][CH:44]=[CH:45][CH:46]=3)=[CH:37][CH:36]=2)[C:18](=[O:33])[C:19]([C:23]2[CH:24]=[CH:25][C:26]3[O:30][CH:29]([CH3:31])[CH2:28][C:27]=3[CH:32]=2)=[C:20]([CH3:22])[N:21]=1)[CH3:14]. The catalyst is O. The product is [CH2:13]([O:15][C:16]1[N:17]([CH2:34][C:35]2[CH:36]=[CH:37][C:38]([C:41]3[CH:46]=[CH:45][CH:44]=[CH:43][C:42]=3[C:47]3[NH:3][C:4](=[O:7])[O:5][N:48]=3)=[CH:39][CH:40]=2)[C:18](=[O:33])[C:19]([C:23]2[CH:24]=[CH:25][C:26]3[O:30][CH:29]([CH3:31])[CH2:28][C:27]=3[CH:32]=2)=[C:20]([CH3:22])[N:21]=1)[CH3:14]. The yield is 0.690.